This data is from Forward reaction prediction with 1.9M reactions from USPTO patents (1976-2016). The task is: Predict the product of the given reaction. (1) Given the reactants C(OC([NH:8][C:9]1[CH:14]=[CH:13][CH:12]=[CH:11][C:10]=1[N:15]([CH:33]1[CH2:38][CH2:37][CH2:36][CH2:35][CH2:34]1)[CH2:16][C@@H:17]([NH:22][S:23]([C:26]1[CH:31]=[CH:30][C:29]([CH3:32])=[CH:28][CH:27]=1)(=[O:25])=[O:24])[C:18]([O:20][CH3:21])=[O:19])=O)(C)(C)C.C(=O)(O)[O-].[Na+], predict the reaction product. The product is: [NH2:8][C:9]1[CH:14]=[CH:13][CH:12]=[CH:11][C:10]=1[N:15]([CH:33]1[CH2:38][CH2:37][CH2:36][CH2:35][CH2:34]1)[CH2:16][C@@H:17]([NH:22][S:23]([C:26]1[CH:31]=[CH:30][C:29]([CH3:32])=[CH:28][CH:27]=1)(=[O:25])=[O:24])[C:18]([O:20][CH3:21])=[O:19]. (2) Given the reactants [F:1][C:2]([F:7])([F:6])[C:3]([OH:5])=[O:4].[N:8]1(C(OC(C)(C)C)=O)[CH2:12][CH2:11][C@@H:10]([C:13]([O:15][CH2:16][C:17]2[CH:22]=[CH:21][CH:20]=[CH:19][CH:18]=2)=[O:14])[CH2:9]1, predict the reaction product. The product is: [F:1][C:2]([F:7])([F:6])[C:3]([OH:5])=[O:4].[NH:8]1[CH2:12][CH2:11][C@@H:10]([C:13]([O:15][CH2:16][C:17]2[CH:22]=[CH:21][CH:20]=[CH:19][CH:18]=2)=[O:14])[CH2:9]1. (3) The product is: [CH3:14][C:6]1[C:5]2[C:4]([C:15]([OH:17])=[O:16])=[CH:3][C:2]([O:20][CH3:19])=[CH:10][C:9]=2[N:8]([CH:11]([CH3:12])[CH3:13])[CH:7]=1. Given the reactants Br[C:2]1[CH:3]=[C:4]([C:15]([O:17]C)=[O:16])[C:5]2[C:6]([CH3:14])=[CH:7][N:8]([CH:11]([CH3:13])[CH3:12])[C:9]=2[CH:10]=1.[CH3:19][O-:20].[Na+].CO.Cl, predict the reaction product. (4) Given the reactants [C:1]1([C:7]2[CH:15]=[CH:14][C:10]([C:11]([NH2:13])=[S:12])=[CH:9][N:8]=2)[CH:6]=[CH:5][CH:4]=[CH:3][CH:2]=1.[CH3:16][O:17][C:18](=[O:25])[CH2:19][C:20](=O)[CH:21](Br)[CH3:22].C([O-])(O)=O.[Na+], predict the reaction product. The product is: [CH3:16][O:17][C:18](=[O:25])[CH2:19][C:20]1[N:13]=[C:11]([C:10]2[CH:9]=[N:8][C:7]([C:1]3[CH:2]=[CH:3][CH:4]=[CH:5][CH:6]=3)=[CH:15][CH:14]=2)[S:12][C:21]=1[CH3:22]. (5) Given the reactants C(OC(=O)[NH:7][C:8]1[CH:13]=[C:12]([C:14]([F:17])([F:16])[F:15])[C:11]([CH3:18])=[CH:10][C:9]=1[NH:19][C:20](=[O:36])[CH2:21][C:22](=O)[C:23]1[CH:28]=[CH:27][CH:26]=[C:25]([C:29]2[CH:30]=[N:31][CH:32]=[CH:33][CH:34]=2)[CH:24]=1)(C)(C)C.C(O)(C(F)(F)F)=O, predict the reaction product. The product is: [CH3:18][C:11]1[C:12]([C:14]([F:17])([F:15])[F:16])=[CH:13][C:8]2[N:7]=[C:22]([C:23]3[CH:28]=[CH:27][CH:26]=[C:25]([C:29]4[CH:30]=[N:31][CH:32]=[CH:33][CH:34]=4)[CH:24]=3)[CH2:21][C:20](=[O:36])[NH:19][C:9]=2[CH:10]=1.